Dataset: Forward reaction prediction with 1.9M reactions from USPTO patents (1976-2016). Task: Predict the product of the given reaction. (1) The product is: [CH2:19]([O:20][C:2]1[N:7]=[C:6]2[CH:8]=[C:9]([C:11]([OH:13])=[O:12])[S:10][C:5]2=[N:4][CH:3]=1)[CH3:18]. Given the reactants Cl[C:2]1[N:7]=[C:6]2[CH:8]=[C:9]([C:11]([O:13]C)=[O:12])[S:10][C:5]2=[N:4][CH:3]=1.[OH-].[Na+].C1C[O:20][CH2:19][CH2:18]1, predict the reaction product. (2) Given the reactants [N+:1]([C:4]1[CH:5]=[C:6]([OH:10])[CH:7]=[CH:8][CH:9]=1)([O-:3])=[O:2].Br[CH2:12][CH2:13][NH:14][C:15](=[O:21])[O:16][C:17]([CH3:20])([CH3:19])[CH3:18].C(=O)([O-])[O-].[K+].[K+], predict the reaction product. The product is: [N+:1]([C:4]1[CH:5]=[C:6]([CH:7]=[CH:8][CH:9]=1)[O:10][CH2:12][CH2:13][NH:14][C:15](=[O:21])[O:16][C:17]([CH3:20])([CH3:19])[CH3:18])([O-:3])=[O:2]. (3) Given the reactants N1C=[CH:4][CH2:3]N1B(O)O.[C:9]([C:11]1[CH:12]=[C:13]([CH:41]=[CH:42][CH:43]=1)[CH2:14][N:15]1[CH:19]=[C:18]([NH:20][C:21]([C:23]2[C:31]3[C:26](=[CH:27][C:28](Br)=[CH:29][CH:30]=3)[N:25](COCC[Si](C)(C)C)[N:24]=2)=[O:22])[CH:17]=[N:16]1)#[N:10].S1[CH:48]=[C:47](CN2C=C(NC(C3C4C(=CC(Br)=CC=4)N(COCC[Si](C)(C)C)N=3)=O)C=N2)[N:46]=[CH:45]1, predict the reaction product. The product is: [C:9]([C:11]1[CH:12]=[C:13]([CH:41]=[CH:42][CH:43]=1)[CH2:14][N:15]1[CH:19]=[C:18]([NH:20][C:21]([C:23]2[C:31]3[C:26](=[CH:27][C:28]([C:29]4[CH:48]=[CH:47][N:46]=[CH:45][CH:30]=4)=[CH:3][CH:4]=3)[NH:25][N:24]=2)=[O:22])[CH:17]=[N:16]1)#[N:10].